This data is from Catalyst prediction with 721,799 reactions and 888 catalyst types from USPTO. The task is: Predict which catalyst facilitates the given reaction. (1) Reactant: [C:1]([O:6]CC)(=O)[CH:2]=[N:3][OH:4].[CH3:9][C:10]12[CH2:20][CH:14]([N:15]([CH2:17][CH2:18][NH2:19])[CH2:16]1)[CH2:13][C:12]([CH3:22])([CH3:21])[CH2:11]2. Product: [OH:4][N:3]=[CH:2][C:1]([NH:19][CH2:18][CH2:17][N:15]1[CH2:16][C:10]2([CH3:9])[CH2:20][CH:14]1[CH2:13][C:12]([CH3:22])([CH3:21])[CH2:11]2)=[O:6]. The catalyst class is: 8. (2) Reactant: [CH2:1]([N:5]([CH2:12][CH2:13][CH2:14][CH3:15])[C:6]1[CH:11]=[CH:10][CH:9]=[CH:8][CH:7]=1)[CH2:2][CH2:3][CH3:4].[ClH:16].[N:17]([O-])=[O:18].[Na+]. Product: [ClH:16].[CH2:1]([N:5]([CH2:12][CH2:13][CH2:14][CH3:15])[C:6]1[CH:11]=[CH:10][C:9]([N:17]=[O:18])=[CH:8][CH:7]=1)[CH2:2][CH2:3][CH3:4]. The catalyst class is: 6. (3) Reactant: [Cl:1][C:2]1[CH:7]=[CH:6][CH:5]=[C:4]([Cl:8])[C:3]=1[OH:9].[Br:10]Br.S([O-])([O-])=O.[Na+].[Na+]. Product: [Br:10][C:6]1[CH:7]=[C:2]([Cl:1])[C:3]([OH:9])=[C:4]([Cl:8])[CH:5]=1. The catalyst class is: 10. (4) Product: [C:16]([O:15][C:13]([N:20]1[CH2:25][C:24]2[N:6]=[C:4]3[S:5][C:34]([C:35](=[O:36])[NH2:37])=[C:1]([NH2:2])[C:3]3=[C:7]([C:8]3[S:9][CH:10]=[CH:11][CH:12]=3)[C:23]=2[CH2:22][CH2:21]1)=[O:14])([CH3:19])([CH3:18])[CH3:17]. Reactant: [C:1]([C:3](=[CH:7][C:8]1[S:9][CH:10]=[CH:11][CH:12]=1)[C:4]([NH2:6])=[S:5])#[N:2].[C:13]([N:20]1[CH2:25][CH2:24][CH2:23][C:22](=O)[CH2:21]1)([O:15][C:16]([CH3:19])([CH3:18])[CH3:17])=[O:14].N1CCOCC1.Cl[CH2:34][C:35]([NH2:37])=[O:36].C([O-])([O-])=O.[K+].[K+]. The catalyst class is: 8. (5) Reactant: [Cl:1][C:2]1[N:3]=[C:4](Cl)[C:5]2[N:10]=[CH:9][S:8][C:6]=2[N:7]=1.[CH3:12][O:13][CH2:14][CH:15]1[CH2:19][CH2:18][CH2:17][N:16]1[C:20]1[CH:21]=[C:22]([CH:24]=[CH:25][CH:26]=1)[NH2:23].CCN(C(C)C)C(C)C.O. The catalyst class is: 16. Product: [Cl:1][C:2]1[N:3]=[C:4]([NH:23][C:22]2[CH:24]=[CH:25][CH:26]=[C:20]([N:16]3[CH2:17][CH2:18][CH2:19][CH:15]3[CH2:14][O:13][CH3:12])[CH:21]=2)[C:5]2[N:10]=[CH:9][S:8][C:6]=2[N:7]=1.